The task is: Predict the product of the given reaction.. This data is from Forward reaction prediction with 1.9M reactions from USPTO patents (1976-2016). (1) The product is: [Br:8][C:5]1[CH:4]=[N:3][C:2]([N:1]2[CH:11]=[CH:15][CH:14]=[CH:13]2)=[N:7][CH:6]=1. Given the reactants [NH2:1][C:2]1[N:7]=[CH:6][C:5]([Br:8])=[CH:4][N:3]=1.CO[CH:11]1[CH2:15][CH2:14][CH:13](OC)O1, predict the reaction product. (2) Given the reactants [CH3:1][CH:2]([S:4](Cl)(=[O:6])=[O:5])[CH3:3].[NH2:8][CH2:9][C:10]([C:13]1[CH:18]=[CH:17][C:16]([I:19])=[CH:15][CH:14]=1)([OH:12])[CH3:11].O, predict the reaction product. The product is: [OH:12][C:10]([C:13]1[CH:14]=[CH:15][C:16]([I:19])=[CH:17][CH:18]=1)([CH3:11])[CH2:9][NH:8][S:4]([CH:2]([CH3:3])[CH3:1])(=[O:6])=[O:5]. (3) Given the reactants Cl.[NH2:2][OH:3].C([O-])(=O)C.[Na+].[Br:9][C:10]1[CH:11]=[CH:12][C:13]([F:23])=[C:14]([C:16](=O)[C:17]([O:19][CH2:20][CH3:21])=[O:18])[CH:15]=1, predict the reaction product. The product is: [Br:9][C:10]1[CH:11]=[CH:12][C:13]([F:23])=[C:14]([C:16](=[N:2][OH:3])[C:17]([O:19][CH2:20][CH3:21])=[O:18])[CH:15]=1. (4) The product is: [NH2:1][C:4]1[CH:9]=[CH:8][CH:7]=[CH:6][C:5]=1[S:10]([NH:13][C:14]1[CH:19]=[C:18]([CH3:20])[CH:17]=[CH:16][C:15]=1[CH3:21])(=[O:12])=[O:11]. Given the reactants [N+:1]([C:4]1[CH:9]=[CH:8][CH:7]=[CH:6][C:5]=1[S:10]([NH:13][C:14]1[CH:19]=[C:18]([CH3:20])[CH:17]=[CH:16][C:15]=1[CH3:21])(=[O:12])=[O:11])([O-])=O.O.O.Cl[Sn]Cl.[OH-].[K+], predict the reaction product. (5) Given the reactants [O:1]([C:8]1[CH:13]=[CH:12][C:11]([C:14]2[C:22]3[C:17](=[N:18][CH:19]=[N:20][C:21]=3[NH2:23])[N:16]([CH:24]3[CH2:29][CH2:28][CH2:27][NH:26][CH2:25]3)[N:15]=2)=[CH:10][CH:9]=1)[C:2]1[CH:7]=[CH:6][CH:5]=[CH:4][CH:3]=1.C(N1C=CN=C1)(N1C=CN=C1)=O.[C:42]([CH2:44][C:45](O)=[O:46])#[N:43], predict the reaction product. The product is: [NH2:23][C:21]1[N:20]=[CH:19][N:18]=[C:17]2[N:16]([CH:24]3[CH2:29][CH2:28][CH2:27][N:26]([C:45](=[O:46])[CH2:44][C:42]#[N:43])[CH2:25]3)[N:15]=[C:14]([C:11]3[CH:10]=[CH:9][C:8]([O:1][C:2]4[CH:7]=[CH:6][CH:5]=[CH:4][CH:3]=4)=[CH:13][CH:12]=3)[C:22]=12. (6) Given the reactants FC(F)(F)S([O:6][S:7]([C:10]([F:13])([F:12])[F:11])(=[O:9])=[O:8])(=O)=O.[F:16][C:17]1([F:46])[C:44]2[C:39](=[CH:40][CH:41]=[C:42](O)[CH:43]=2)[C:20]2=[N:21][O:22][C:23]([C:24]3[C:28]([C:29]([F:32])([F:31])[F:30])=[C:27]([C:33]4[CH:38]=[CH:37][CH:36]=[CH:35][CH:34]=4)[O:26][N:25]=3)=[C:19]2[CH2:18]1, predict the reaction product. The product is: [F:13][C:10]([F:11])([F:12])[S:7]([O:6][C:42]1[CH:43]=[C:44]2[C:39](=[CH:40][CH:41]=1)[C:20]1=[N:21][O:22][C:23]([C:24]3[C:28]([C:29]([F:31])([F:30])[F:32])=[C:27]([C:33]4[CH:38]=[CH:37][CH:36]=[CH:35][CH:34]=4)[O:26][N:25]=3)=[C:19]1[CH2:18][C:17]2([F:46])[F:16])(=[O:8])=[O:9]. (7) Given the reactants [CH:1]1([NH:6][C:7]2[N:12]=[C:11]([O:13]C)[C:10]([C:15]3[CH:20]=[CH:19][C:18]([O:21][C:22]4[CH:27]=[CH:26][N:25]=[C:24]([C:28]5[CH:29]=[N:30][N:31]([CH3:33])[CH:32]=5)[CH:23]=4)=[C:17]([CH3:34])[N:16]=3)=[CH:9][N:8]=2)[CH2:5][CH2:4][CH2:3][CH2:2]1.Br, predict the reaction product. The product is: [CH:1]1([NH:6][C:7]2[NH:12][C:11](=[O:13])[C:10]([C:15]3[CH:20]=[CH:19][C:18]([O:21][C:22]4[CH:27]=[CH:26][N:25]=[C:24]([C:28]5[CH:29]=[N:30][N:31]([CH3:33])[CH:32]=5)[CH:23]=4)=[C:17]([CH3:34])[N:16]=3)=[CH:9][N:8]=2)[CH2:2][CH2:3][CH2:4][CH2:5]1. (8) Given the reactants [CH2:1]1[CH:6]2[CH2:7][C:8]3([NH2:11])[CH2:10][CH:4]([CH2:5]2)[CH2:3][CH:2]1[CH2:9]3.[CH3:12][C:13]1[O:17][N:16]=[C:15]([CH:18]=O)[CH:14]=1, predict the reaction product. The product is: [CH3:12][C:13]1[O:17][N:16]=[C:15]([CH2:18][NH:11][C:8]23[CH2:10][CH:4]4[CH2:5][CH:6]([CH2:1][CH:2]([CH2:3]4)[CH2:9]2)[CH2:7]3)[CH:14]=1. (9) Given the reactants [CH3:1][C:2]1[C:6]([C:7]2[CH:12]=[CH:11][N:10]=[C:9](S(C)(=O)=O)[N:8]=2)=[C:5]([CH3:17])[O:4][N:3]=1.[O:18]1CCOCC1, predict the reaction product. The product is: [CH3:1][C:2]1[C:6]([C:7]2[CH:12]=[CH:11][NH:10][C:9](=[O:18])[N:8]=2)=[C:5]([CH3:17])[O:4][N:3]=1.